This data is from Peptide-MHC class II binding affinity with 134,281 pairs from IEDB. The task is: Regression. Given a peptide amino acid sequence and an MHC pseudo amino acid sequence, predict their binding affinity value. This is MHC class II binding data. (1) The peptide sequence is GSDPKKLVLNIKYTR. The MHC is DRB1_0401 with pseudo-sequence DRB1_0401. The binding affinity (normalized) is 0.153. (2) The MHC is DRB1_0404 with pseudo-sequence DRB1_0404. The binding affinity (normalized) is 0.828. The peptide sequence is YDKFLANVSTVLVGK. (3) The peptide sequence is GSGGVWREMHHLVEF. The MHC is HLA-DQA10102-DQB10501 with pseudo-sequence HLA-DQA10102-DQB10501. The binding affinity (normalized) is 0.309. (4) The peptide sequence is EKKYFAAGQFEPLAA. The MHC is HLA-DQA10501-DQB10201 with pseudo-sequence HLA-DQA10501-DQB10201. The binding affinity (normalized) is 0.640.